Predict the reaction yield, written as a fraction of the theoretical maximum amount of product (1.0 means a 100% yield; for example, 0.34 means a 34% yield). From a dataset of Reaction yield outcomes from USPTO patents with 853,638 reactions. (1) The reactants are [C:1]([C:3]1[CH:4]=[C:5]([C:13]2[O:17][N:16]=[C:15]([C:18]3[C:19]([CH3:39])=[C:20]4[C:25](=[CH:26][CH:27]=3)[CH2:24][N:23]([C:28](=[O:38])[CH2:29][NH:30]C(=O)OC(C)(C)C)[CH2:22][CH2:21]4)[N:14]=2)[CH:6]=[CH:7][C:8]=1[O:9][CH:10]([CH3:12])[CH3:11])#[N:2].[ClH:40]. The catalyst is O1CCOCC1. The product is [ClH:40].[NH2:30][CH2:29][C:28]([N:23]1[CH2:22][CH2:21][C:20]2[C:25](=[CH:26][CH:27]=[C:18]([C:15]3[N:14]=[C:13]([C:5]4[CH:6]=[CH:7][C:8]([O:9][CH:10]([CH3:12])[CH3:11])=[C:3]([CH:4]=4)[C:1]#[N:2])[O:17][N:16]=3)[C:19]=2[CH3:39])[CH2:24]1)=[O:38]. The yield is 0.900. (2) The reactants are C1(S[C:8]2[C:16]3[C:11](=[CH:12][CH:13]=[CH:14][CH:15]=3)[NH:10][C:9]=2[C:17]([O:19][CH3:20])=[O:18])C=CC=CC=1.Cl[C:22]1[CH:23]=[C:24]([CH:29]=[CH:30][CH:31]=1)C(OO)=O.[S:32](=[O:35])(O)[O-:33].[Na+]. The catalyst is ClCCl.CO. The product is [C:22]1([S:32]([C:8]2[C:16]3[C:11](=[CH:12][CH:13]=[CH:14][CH:15]=3)[NH:10][C:9]=2[C:17]([O:19][CH3:20])=[O:18])(=[O:35])=[O:33])[CH:23]=[CH:24][CH:29]=[CH:30][CH:31]=1. The yield is 0.830. (3) The reactants are C(O/[CH:4]=[N:5]/[NH:6][C:7]([O:9]C)=O)C.[C:11]1([CH2:17][N:18]2[CH2:23][CH2:22][CH:21]([NH2:24])[CH2:20][CH2:19]2)[CH:16]=[CH:15][CH:14]=[CH:13][CH:12]=1.C[O-].[Na+]. The catalyst is CO. The product is [C:11]1([CH2:17][N:18]2[CH2:23][CH2:22][CH:21]([N:24]3[CH:4]=[N:5][NH:6][C:7]3=[O:9])[CH2:20][CH2:19]2)[CH:12]=[CH:13][CH:14]=[CH:15][CH:16]=1. The yield is 0.644. (4) The catalyst is CCOC(C)=O.CS(C)=O.C(OCC)C. The reactants are C(CN)O.[C:5]([O:13][C@H:14]1[C@@:18]([Cl:20])([F:19])[CH:17]([O:21]C(=O)C)[O:16][C@@H:15]1[CH2:25][O:26][C:27](=[O:34])[C:28]1[CH:33]=[CH:32][CH:31]=[CH:30][CH:29]=1)(=[O:12])[C:6]1[CH:11]=[CH:10][CH:9]=[CH:8][CH:7]=1. The product is [C:27]([O:26][CH2:25][C@@H:15]1[C@@H:14]([O:13][C:5](=[O:12])[C:6]2[CH:7]=[CH:8][CH:9]=[CH:10][CH:11]=2)[C@@:18]([Cl:20])([F:19])[CH:17]([OH:21])[O:16]1)(=[O:34])[C:28]1[CH:29]=[CH:30][CH:31]=[CH:32][CH:33]=1. The yield is 0.820. (5) The reactants are [OH:1][CH:2]1[CH:7]([O:8][C:9]2[CH:14]=[CH:13][CH:12]=[CH:11][CH:10]=2)[CH2:6][CH2:5][N:4](C(OC(C)(C)C)=O)[CH2:3]1.[ClH:22]. The catalyst is C(Cl)Cl.O1CCOCC1.CCOCC. The product is [ClH:22].[O:8]([CH:7]1[CH2:6][CH2:5][NH:4][CH2:3][CH:2]1[OH:1])[C:9]1[CH:14]=[CH:13][CH:12]=[CH:11][CH:10]=1. The yield is 1.00. (6) The reactants are [Cl:1][C:2]1[S:3][CH:4]=[C:5]([CH3:7])[N:6]=1.S(Cl)(Cl)=O.[Cl:12][S:13](O)(=[O:15])=[O:14]. No catalyst specified. The product is [Cl:1][C:2]1[S:3][C:4]([S:13]([Cl:12])(=[O:15])=[O:14])=[C:5]([CH3:7])[N:6]=1. The yield is 0.430. (7) The reactants are [N:1]1([CH2:6][CH2:7][CH2:8][O:9][C:10]2[CH:18]=[CH:17][C:16]3[N:15]4[CH2:19][CH2:20][CH2:21][NH:22][C:23](=[O:24])[C:14]4=[CH:13][C:12]=3[CH:11]=2)[CH2:5][CH2:4][CH2:3][CH2:2]1.Br[CH2:26][CH:27]1[CH2:29][CH2:28]1.[H-].[Na+]. No catalyst specified. The product is [CH:27]1([CH2:26][N:22]2[CH2:21][CH2:20][CH2:19][N:15]3[C:16]4[CH:17]=[CH:18][C:10]([O:9][CH2:8][CH2:7][CH2:6][N:1]5[CH2:5][CH2:4][CH2:3][CH2:2]5)=[CH:11][C:12]=4[CH:13]=[C:14]3[C:23]2=[O:24])[CH2:29][CH2:28]1. The yield is 0.290. (8) The reactants are C[O:2][C:3]([C:5]1[C:10]([Cl:11])=[C:9]([NH2:12])[N:8]=[C:7]([C:13]2[CH:18]=[CH:17][C:16]([Cl:19])=[C:15]([O:20][CH3:21])[C:14]=2[F:22])[N:6]=1)=[O:4].[OH-].[Na+].Cl. The catalyst is CO. The product is [NH2:12][C:9]1[N:8]=[C:7]([C:13]2[CH:18]=[CH:17][C:16]([Cl:19])=[C:15]([O:20][CH3:21])[C:14]=2[F:22])[N:6]=[C:5]([C:3]([OH:4])=[O:2])[C:10]=1[Cl:11]. The yield is 0.667. (9) The reactants are [CH3:1][O:2][CH2:3][CH2:4][O:5][C:6]1[CH:7]=[C:8]2[C:12](=[CH:13][CH:14]=1)[NH:11][CH:10]=[CH:9]2.[CH2:15]=O.Cl.[CH3:18][NH:19][CH3:20]. The catalyst is C(O)(=O)C. The product is [CH3:1][O:2][CH2:3][CH2:4][O:5][C:6]1[CH:7]=[C:8]2[C:12](=[CH:13][CH:14]=1)[N:11]([CH2:18][N:19]([CH3:15])[CH3:20])[CH:10]=[CH:9]2. The yield is 0.900. (10) The reactants are [O:1]1[C:5]2[CH:6]=[CH:7][CH:8]=[CH:9][C:4]=2[CH:3]=[C:2]1[CH:10]=[O:11].[BH4-].[Na+].O. The catalyst is CO. The product is [O:1]1[C:5]2[CH:6]=[CH:7][CH:8]=[CH:9][C:4]=2[CH:3]=[C:2]1[CH2:10][OH:11]. The yield is 0.950.